This data is from Catalyst prediction with 721,799 reactions and 888 catalyst types from USPTO. The task is: Predict which catalyst facilitates the given reaction. Reactant: F[P-](F)(F)(F)(F)F.N1(O[P+](N(C)C)(N(C)C)N(C)C)C2C=CC=CC=2N=N1.[F:28][C:29]1[CH:30]=[C:31]2[C:35](=[CH:36][CH:37]=1)[NH:34][C:33]([C:38]([OH:40])=O)=[CH:32]2.[NH2:41][C:42]1[CH:47]=[C:46]([S:48]([CH2:51][CH3:52])(=[O:50])=[O:49])[CH:45]=[CH:44][C:43]=1[OH:53].Cl. Product: [CH2:51]([S:48]([C:46]1[CH:45]=[CH:44][C:43]([OH:53])=[C:42]([NH:41][C:38]([C:33]2[NH:34][C:35]3[C:31]([CH:32]=2)=[CH:30][C:29]([F:28])=[CH:37][CH:36]=3)=[O:40])[CH:47]=1)(=[O:50])=[O:49])[CH3:52]. The catalyst class is: 1.